The task is: Predict the product of the given reaction.. This data is from Forward reaction prediction with 1.9M reactions from USPTO patents (1976-2016). (1) Given the reactants Br[CH2:2][C:3](=O)[CH2:4][C:5]1[CH:10]=[CH:9][CH:8]=[C:7]([F:11])[C:6]=1[CH3:12].[CH2:14]([C:21]1[CH:26]=[CH:25][CH:24]=[CH:23][N:22]=1)[C:15]1[CH:20]=[CH:19][CH:18]=[CH:17][CH:16]=1, predict the reaction product. The product is: [F:11][C:7]1[C:6]([CH3:12])=[C:5]([CH:10]=[CH:9][CH:8]=1)[CH2:4][C:3]1[C:14]([C:15]2[CH:20]=[CH:19][CH:18]=[CH:17][CH:16]=2)=[C:21]2[N:22]([CH:2]=1)[CH:23]=[CH:24][CH:25]=[CH:26]2. (2) Given the reactants Cl[CH2:2][C:3]([NH:5][CH2:6][CH2:7][C:8]([NH:10][C:11]1[CH:12]=[C:13]2[C:18](=[CH:19][CH:20]=1)[N:17]=[CH:16][N:15]=[C:14]2[NH:21][C:22]1[CH:27]=[CH:26][C:25]([O:28][C:29]2[CH:30]=[N:31][C:32]([CH3:35])=[CH:33][CH:34]=2)=[C:24]([CH3:36])[CH:23]=1)=[O:9])=[O:4].[CH3:37][N:38]1[CH2:43][CH2:42][NH:41][CH2:40][CH2:39]1, predict the reaction product. The product is: [CH3:36][C:24]1[CH:23]=[C:22]([NH:21][C:14]2[C:13]3[C:18](=[CH:19][CH:20]=[C:11]([NH:10][C:8](=[O:9])[CH2:7][CH2:6][NH:5][C:3](=[O:4])[CH2:2][N:41]4[CH2:42][CH2:43][N:38]([CH3:37])[CH2:39][CH2:40]4)[CH:12]=3)[N:17]=[CH:16][N:15]=2)[CH:27]=[CH:26][C:25]=1[O:28][C:29]1[CH:30]=[N:31][C:32]([CH3:35])=[CH:33][CH:34]=1. (3) Given the reactants [CH3:1][N:2]([CH2:14][C:15]1[CH:16]=[C:17]([C:21]2[CH:26]=[CH:25][C:24]([N:27]3[CH2:32][CH2:31][NH:30][CH2:29][CH2:28]3)=[CH:23][CH:22]=2)[CH:18]=[CH:19][CH:20]=1)[C:3](=[O:13])[CH2:4][NH:5][C:6](=[O:12])[O:7][C:8]([CH3:11])([CH3:10])[CH3:9].[CH2:33](I)[CH3:34].O, predict the reaction product. The product is: [CH2:33]([N:30]1[CH2:31][CH2:32][N:27]([C:24]2[CH:23]=[CH:22][C:21]([C:17]3[CH:18]=[CH:19][CH:20]=[C:15]([CH2:14][N:2]([CH3:1])[C:3](=[O:13])[CH2:4][NH:5][C:6](=[O:12])[O:7][C:8]([CH3:11])([CH3:9])[CH3:10])[CH:16]=3)=[CH:26][CH:25]=2)[CH2:28][CH2:29]1)[CH3:34]. (4) The product is: [O:1]1[CH2:5][CH2:4][O:3][CH:2]1[CH2:6][C@H:7]([C:10]1[C:18]2[C:13](=[CH:14][CH:15]=[CH:16][CH:17]=2)[N:12]([CH3:19])[CH:11]=1)[CH2:8][O:9][S:28]([CH3:27])(=[O:30])=[O:29]. Given the reactants [O:1]1[CH2:5][CH2:4][O:3][CH:2]1[CH2:6][C@H:7]([C:10]1[C:18]2[C:13](=[CH:14][CH:15]=[CH:16][CH:17]=2)[N:12]([CH3:19])[CH:11]=1)[CH2:8][OH:9].CCN(CC)CC.[CH3:27][S:28](Cl)(=[O:30])=[O:29], predict the reaction product. (5) Given the reactants C([N:8]1[CH2:13][CH2:12][O:11][CH2:10][CH:9]1[CH2:14][CH:15]([CH2:18][OH:19])[CH2:16][OH:17])C1C=CC=CC=1, predict the reaction product. The product is: [NH:8]1[CH2:13][CH2:12][O:11][CH2:10][CH:9]1[CH2:14][CH:15]([CH2:18][OH:19])[CH2:16][OH:17].